From a dataset of Peptide-MHC class I binding affinity with 185,985 pairs from IEDB/IMGT. Regression. Given a peptide amino acid sequence and an MHC pseudo amino acid sequence, predict their binding affinity value. This is MHC class I binding data. The peptide sequence is TAEDMLNPNY. The MHC is HLA-A26:01 with pseudo-sequence HLA-A26:01. The binding affinity (normalized) is 0.0963.